This data is from Experimentally validated miRNA-target interactions with 360,000+ pairs, plus equal number of negative samples. The task is: Binary Classification. Given a miRNA mature sequence and a target amino acid sequence, predict their likelihood of interaction. (1) The miRNA is hsa-miR-329-3p with sequence AACACACCUGGUUAACCUCUUU. The protein sequence of the target gene is MFSPGQEEHCAPNKEPVKYGELVVLGYNGALPNGDRGRRKSRFALYKRPKANGVKPSTVHVISTPQASKAISCKGQHSISYTLSRNQTVVVEYTHDKDTDMFQVGRSTESPIDFVVTDTISGSQNTDEAQITQSTISRFACRIVCDRNEPYTARIFAAGFDSSKNIFLGEKAAKWKNPDGHMDGLTTNGVLVMHPRGGFTEESQPGVWREISVCGDVYTLRETRSAQQRGKLVESETNVLQDGSLIDLCGATLLWRTADGLFHTPTQKHIEALRQEINAARPQCPVGLNTLAFPSINRKE.... Result: 1 (interaction). (2) The miRNA is hsa-miR-500a-3p with sequence AUGCACCUGGGCAAGGAUUCUG. The protein sequence of the target gene is MAVEQDIFDAVVMADERFHGEGYQEGYEEGSSLGIVEGKRYGMVHGAKIGSEIGCYRGFALAWKCLLHSGAGEKDSRKMKVVEALIALLQDFPYDDPTYEKLHEDLDRIRGKFRQLCSLLNVQPDFKVTPGGSGLAF. Result: 0 (no interaction).